Dataset: Full USPTO retrosynthesis dataset with 1.9M reactions from patents (1976-2016). Task: Predict the reactants needed to synthesize the given product. (1) The reactants are: [NH2:1][CH2:2][C@@H:3]1[C@@H:11]([C@@:12]2([CH3:21])[CH2:17][CH2:16][C@H:15]([OH:18])[CH2:14][C@@H:13]2[CH2:19][OH:20])[CH2:10][CH2:9][C:8]2[C:7]([CH3:23])([CH3:22])[CH2:6][CH2:5][C:4]1=2.CCN(CC)CC.[CH3:31][S:32](Cl)(=[O:34])=[O:33]. Given the product [CH3:31][S:32]([O:20][CH2:19][C@H:13]1[CH2:14][C@@H:15]([O:18][S:32]([CH3:31])(=[O:34])=[O:33])[CH2:16][CH2:17][C@@:12]1([C@H:11]1[CH2:10][CH2:9][C:8]2[C:7]([CH3:23])([CH3:22])[CH2:6][CH2:5][C:4]=2[C@@H:3]1[CH2:2][NH:1][S:32]([CH3:31])(=[O:34])=[O:33])[CH3:21])(=[O:34])=[O:33], predict the reactants needed to synthesize it. (2) The reactants are: [H-].[Na+].[CH3:3][N:4]1[CH2:9][CH2:8][CH2:7][CH:6]([OH:10])[CH2:5]1.[C:11]([NH:15][C:16]1[CH:21]=[C:20]([Cl:22])[N:19]=[C:18](I)[N:17]=1)([CH3:14])([CH3:13])[CH3:12]. Given the product [C:11]([NH:15][C:16]1[CH:21]=[C:20]([Cl:22])[N:19]=[C:18]([O:10][CH:6]2[CH2:7][CH2:8][CH2:9][N:4]([CH3:3])[CH2:5]2)[N:17]=1)([CH3:14])([CH3:12])[CH3:13], predict the reactants needed to synthesize it. (3) Given the product [C:18]([O:17][CH3:16])([C:19]([C:20]([C:21]([F:23])([F:24])[F:22])([F:26])[F:25])([F:28])[F:27])([F:30])[F:29].[CH3:60][O:59][C:56]([F:57])([F:58])[C:53]([F:54])([F:55])[C:50]([F:51])([F:52])[C:46]([F:49])([F:48])[F:47], predict the reactants needed to synthesize it. The reactants are: COC(F)(F)C(F)(C(F)(F)F)C(F)(F)F.[CH3:16][O:17][C:18]([F:30])([F:29])[C:19]([F:28])([F:27])[C:20]([F:26])([F:25])[C:21]([F:24])([F:23])[F:22].C(C(OC)(F)F)(C(F)(F)F)(C(F)(F)F)F.[C:46]([C:50]([C:53]([C:56]([O:59][CH3:60])([F:58])[F:57])([F:55])[F:54])([F:52])[F:51])([F:49])([F:48])[F:47].